From a dataset of Reaction yield outcomes from USPTO patents with 853,638 reactions. Predict the reaction yield, written as a fraction of the theoretical maximum amount of product (1.0 means a 100% yield; for example, 0.34 means a 34% yield). (1) The reactants are [Br:1][C:2]1[CH:7]=[CH:6][CH:5]=[C:4](I)[CH:3]=1.[Si]([C:13]#[CH:14])(C)(C)C. The catalyst is Cl[Pd](Cl)([P](C1C=CC=CC=1)(C1C=CC=CC=1)C1C=CC=CC=1)[P](C1C=CC=CC=1)(C1C=CC=CC=1)C1C=CC=CC=1.[Cu]I.C1COCC1. The product is [Br:1][C:2]1[CH:7]=[CH:6][CH:5]=[C:4]([C:13]#[CH:14])[CH:3]=1. The yield is 0.800. (2) The reactants are [F:1][C:2]1[CH:7]=[CH:6][C:5]([NH:8]C(=O)C(C)(C)C)=[CH:4][C:3]=1[C:15]([C:17]1[CH:18]=[C:19]2[C:24](=[CH:25][CH:26]=1)[N:23]=[CH:22][CH:21]=[N:20]2)=[O:16].Cl.[OH-].[Na+]. The catalyst is CC(O)=O. The product is [NH2:8][C:5]1[CH:6]=[CH:7][C:2]([F:1])=[C:3]([C:15]([C:17]2[CH:18]=[C:19]3[C:24](=[CH:25][CH:26]=2)[N:23]=[CH:22][CH:21]=[N:20]3)=[O:16])[CH:4]=1. The yield is 0.990.